This data is from Drug-target binding data from BindingDB using IC50 measurements. The task is: Regression. Given a target protein amino acid sequence and a drug SMILES string, predict the binding affinity score between them. We predict pIC50 (pIC50 = -log10(IC50 in M); higher means more potent). Dataset: bindingdb_ic50. The compound is Cc1ncc(C(=O)NCc2ccccc2N2CCN(C)CC2)cc1NC(=O)c1cnn2cc(-c3ccnn3C)ccc12. The target protein (Q05030) has sequence MGLPEVMPASVLRGQLLLFVLLLLGPQISQGLVITPPGPEFVLNISSTFVLTCSSSAPVMWEQMSQVPWQEAAMNQDGTFSSVLTLTNVTGGDTGEYFCVYNNSLGPELSERKRIYIFVPDPTMGFLPMDSEDLFIFVTDVTETTIPCRVTDPQLEVTLHEKKVDIPLHVPYDHQRGFIGTFEDKTYICKTTIGDREVDSDTYYVYSLQVSSINVSVNAVQTVVRQGESITIRCIVMGNDVVNFQWTYPRMKSGRLVEPVTDYLFGVPSRIGSILHIPTAELSDSGTYTCNVSVSVNDHGDEKAINVTVIENGYVRLLETLEDVQIAELHRSRTLQVVFEAYPTPSVLWFKDNRTLGDSSAGELVLSTRNVSETRYVSELTLVRVKVSEAGYYTMRAFHADDQVQLSFKLQVNVPVRVLELSESHPANGEQILRCRGRGMPQPNVTWSTCRDLKRCPRKLSPTPLGNSSKEESQLETNVTFWEEDQEYEVVSTLRLRHVD.... The pIC50 is 7.5.